From a dataset of NCI-60 drug combinations with 297,098 pairs across 59 cell lines. Regression. Given two drug SMILES strings and cell line genomic features, predict the synergy score measuring deviation from expected non-interaction effect. (1) Drug 1: C1=CC(=C2C(=C1NCCNCCO)C(=O)C3=C(C=CC(=C3C2=O)O)O)NCCNCCO. Drug 2: CNC(=O)C1=NC=CC(=C1)OC2=CC=C(C=C2)NC(=O)NC3=CC(=C(C=C3)Cl)C(F)(F)F. Cell line: T-47D. Synergy scores: CSS=39.5, Synergy_ZIP=-0.789, Synergy_Bliss=-0.741, Synergy_Loewe=-2.18, Synergy_HSA=3.07. (2) Drug 1: CN1C(=O)N2C=NC(=C2N=N1)C(=O)N. Drug 2: CC(C)NC(=O)C1=CC=C(C=C1)CNNC.Cl. Cell line: OVCAR3. Synergy scores: CSS=-4.90, Synergy_ZIP=2.03, Synergy_Bliss=-0.874, Synergy_Loewe=-4.60, Synergy_HSA=-5.38. (3) Drug 1: C(=O)(N)NO. Drug 2: N.N.Cl[Pt+2]Cl. Cell line: SNB-19. Synergy scores: CSS=29.2, Synergy_ZIP=1.17, Synergy_Bliss=1.70, Synergy_Loewe=-25.3, Synergy_HSA=-3.33. (4) Drug 1: CC1C(C(CC(O1)OC2CC(CC3=C2C(=C4C(=C3O)C(=O)C5=C(C4=O)C(=CC=C5)OC)O)(C(=O)CO)O)N)O.Cl. Drug 2: CC1C(C(CC(O1)OC2CC(CC3=C2C(=C4C(=C3O)C(=O)C5=CC=CC=C5C4=O)O)(C(=O)C)O)N)O. Cell line: HOP-92. Synergy scores: CSS=54.4, Synergy_ZIP=-8.52, Synergy_Bliss=-7.91, Synergy_Loewe=-0.714, Synergy_HSA=0.830.